From a dataset of NCI-60 drug combinations with 297,098 pairs across 59 cell lines. Regression. Given two drug SMILES strings and cell line genomic features, predict the synergy score measuring deviation from expected non-interaction effect. (1) Drug 1: CC1=CC=C(C=C1)C2=CC(=NN2C3=CC=C(C=C3)S(=O)(=O)N)C(F)(F)F. Drug 2: CCCCCOC(=O)NC1=NC(=O)N(C=C1F)C2C(C(C(O2)C)O)O. Cell line: UACC62. Synergy scores: CSS=1.96, Synergy_ZIP=-1.38, Synergy_Bliss=-0.781, Synergy_Loewe=0.0486, Synergy_HSA=0.0487. (2) Drug 1: C1CC(C1)(C(=O)O)C(=O)O.[NH2-].[NH2-].[Pt+2]. Drug 2: C#CCC(CC1=CN=C2C(=N1)C(=NC(=N2)N)N)C3=CC=C(C=C3)C(=O)NC(CCC(=O)O)C(=O)O. Cell line: UACC-257. Synergy scores: CSS=59.2, Synergy_ZIP=6.20, Synergy_Bliss=0.592, Synergy_Loewe=-26.5, Synergy_HSA=-1.64.